Dataset: Catalyst prediction with 721,799 reactions and 888 catalyst types from USPTO. Task: Predict which catalyst facilitates the given reaction. (1) Reactant: [C:1]([O:5][C:6]([N:8]1[CH2:13][CH:12]2[CH2:14][CH:9]1[CH2:10][NH:11]2)=[O:7])([CH3:4])([CH3:3])[CH3:2].[Cl:15][CH2:16][CH2:17][CH2:18]I.C([O-])([O-])=O.[K+].[K+]. Product: [C:1]([O:5][C:6]([N:8]1[CH2:13][CH:12]2[CH2:14][CH:9]1[CH2:10][N:11]2[CH2:18][CH2:17][CH2:16][Cl:15])=[O:7])([CH3:4])([CH3:2])[CH3:3]. The catalyst class is: 21. (2) Reactant: [Li][CH2:2][CH2:3][CH2:4]C.[CH2:6]([O:10][S:11]([CH:14]1[CH2:16][CH2:15]1)(=[O:13])=[O:12])[CH2:7][CH2:8][CH3:9].[CH3:17]I. Product: [CH3:17][C:14]1([S:11]([O:10][CH2:6][C:7]2[CH:4]=[CH:3][CH:2]=[CH:9][CH:8]=2)(=[O:13])=[O:12])[CH2:16][CH2:15]1. The catalyst class is: 1. (3) Reactant: [F:1][C:2]1[CH:3]=[C:4]([N:9]2[C:13]([CH3:15])([CH3:14])[C:12](=[O:16])[N:11]([C:17]3[CH:24]=[CH:23][C:20]([C:21]#[N:22])=[C:19]([C:25]([F:28])([F:27])[F:26])[CH:18]=3)[C:10]2=[S:29])[CH:5]=[CH:6][C:7]=1[OH:8].C(N(CC)CC)C.[F:37][C:38]([F:44])([F:43])[S:39](O)(=[O:41])=[O:40]. Product: [F:37][C:38]([F:44])([F:43])[S:39]([O:8][C:7]1[CH:6]=[CH:5][C:4]([N:9]2[C:13]([CH3:14])([CH3:15])[C:12](=[O:16])[N:11]([C:17]3[CH:24]=[CH:23][C:20]([C:21]#[N:22])=[C:19]([C:25]([F:26])([F:27])[F:28])[CH:18]=3)[C:10]2=[S:29])=[CH:3][C:2]=1[F:1])(=[O:41])=[O:40]. The catalyst class is: 4.